The task is: Binary Classification. Given a T-cell receptor sequence (or CDR3 region) and an epitope sequence, predict whether binding occurs between them.. This data is from TCR-epitope binding with 47,182 pairs between 192 epitopes and 23,139 TCRs. (1) The epitope is KRWIILGLNK. The TCR CDR3 sequence is CSVPGLAQNEQFF. Result: 1 (the TCR binds to the epitope). (2) The epitope is FLYALALLL. The TCR CDR3 sequence is CASSPSGYNNEQFF. Result: 0 (the TCR does not bind to the epitope).